Dataset: Reaction yield outcomes from USPTO patents with 853,638 reactions. Task: Predict the reaction yield, written as a fraction of the theoretical maximum amount of product (1.0 means a 100% yield; for example, 0.34 means a 34% yield). (1) The reactants are Br[C:2]1[CH:3]=[C:4]([N:8]([CH2:16][C:17]2[CH:22]=[CH:21][CH:20]=[C:19]([O:23][C:24]([F:27])([F:26])[F:25])[CH:18]=2)[CH2:9][CH:10]([OH:15])[C:11]([F:14])([F:13])[F:12])[CH:5]=[CH:6][CH:7]=1.[OH:28][C:29]1[CH:30]=[CH:31][C:32]([CH3:35])=[N:33][CH:34]=1.C([O-])([O-])=O.[Cs+].[Cs+]. The catalyst is CC(N(C)C)=O. The product is [CH3:35][C:32]1[CH:31]=[CH:30][C:29]([O:28][C:2]2[CH:3]=[C:4]([N:8]([CH2:16][C:17]3[CH:22]=[CH:21][CH:20]=[C:19]([O:23][C:24]([F:27])([F:26])[F:25])[CH:18]=3)[CH2:9][CH:10]([OH:15])[C:11]([F:14])([F:13])[F:12])[CH:5]=[CH:6][CH:7]=2)=[CH:34][N:33]=1. The yield is 0.610. (2) The product is [CH3:1][N:2]1[C@@H:19]2[CH2:20][C:7]3=[CH:8][CH:9]=[C:10]([OH:22])[C:11]4[O:12][C@H:13]5[C:14]([CH2:16][CH2:17][C@:18]2([OH:21])[C@:5]5([C:6]=43)[CH2:4][CH2:3]1)=[O:15].[ClH:23]. The catalyst is C(O)C. The yield is 0.867. The reactants are [CH3:1][N:2]1[C@@H:19]2[CH2:20][C:7]3=[CH:8][CH:9]=[C:10]([OH:22])[C:11]4[O:12][C@H:13]5[C:14]([CH2:16][CH2:17][C@:18]2([OH:21])[C@:5]5([C:6]=43)[CH2:4][CH2:3]1)=[O:15].[ClH:23].